From a dataset of Forward reaction prediction with 1.9M reactions from USPTO patents (1976-2016). Predict the product of the given reaction. (1) Given the reactants [C:1]1([N:7]([C:22]2[CH:27]=[CH:26][CH:25]=[CH:24][CH:23]=2)[N:8]=[CH:9][C:10]2[CH:15]=[CH:14][C:13]([N:16]([CH2:19][CH3:20])[CH2:17][CH3:18])=[CH:12][C:11]=2[OH:21])[CH:6]=[CH:5][CH:4]=[CH:3][CH:2]=1.[OH-].[K+].S([O-])([O-])(=O)=O.[Na+].[Na+].[CH2:37]([CH:39]1[O:41][CH2:40]1)Cl, predict the reaction product. The product is: [C:1]1([N:7]([C:22]2[CH:27]=[CH:26][CH:25]=[CH:24][CH:23]=2)[N:8]=[CH:9][C:10]2[CH:15]=[CH:14][C:13]([N:16]([CH2:19][CH3:20])[CH2:17][CH3:18])=[CH:12][C:11]=2[O:21][CH:40]2[O:41][CH:39]2[CH3:37])[CH:2]=[CH:3][CH:4]=[CH:5][CH:6]=1. (2) Given the reactants [C:1]([NH:9][C:10]1[C:15]2[O:16][C@@H:17]([CH2:37][N:38](C)[C:39](=O)OC(C)(C)C)[C@H:18]([CH3:36])[CH2:19][N:20]([C@@H:23]([CH3:35])[CH2:24][O:25]CC3C=CC(OC)=CC=3)[C:21](=[O:22])[C:14]=2[CH:13]=[CH:12][CH:11]=1)(=[O:8])[C:2]1[CH:7]=[CH:6][N:5]=[CH:4][CH:3]=1.O(C1C=CC(C=O)=CC=1)C1C=CC=CC=1.[CH2:62]1[O:66][C:65]2[CH:67]=[C:68]([CH:71]=O)[CH:69]=[CH:70][C:64]=2[O:63]1, predict the reaction product. The product is: [O:63]1[C:64]2[CH:70]=[CH:69][C:68]([CH2:71][N:38]([CH2:37][C@@H:17]3[O:16][C:15]4[C:10]([NH:9][C:1](=[O:8])[C:2]5[CH:3]=[CH:4][N:5]=[CH:6][CH:7]=5)=[CH:11][CH:12]=[CH:13][C:14]=4[C:21](=[O:22])[N:20]([C@@H:23]([CH3:35])[CH2:24][OH:25])[CH2:19][C@H:18]3[CH3:36])[CH3:39])=[CH:67][C:65]=2[O:66][CH2:62]1. (3) Given the reactants [Cl:1][C:2]1[CH:10]=[C:9]([F:11])[C:8]([N:12]2[C:17](=[O:18])[CH:16]=[C:15]([C:19]([F:22])([F:21])[F:20])[N:14]([CH3:23])[C:13]2=[O:24])=[CH:7][C:3]=1[C:4](Cl)=[O:5].[C:25]([O:29][C:30](=[O:33])[NH:31][NH2:32])([CH3:28])([CH3:27])[CH3:26], predict the reaction product. The product is: [CH3:26][C:25]([CH3:28])([O:29][C:30]([NH:31][NH:32][C:4](=[O:5])[C:3]1[CH:7]=[C:8]([N:12]2[C:17](=[O:18])[CH:16]=[C:15]([C:19]([F:20])([F:22])[F:21])[N:14]([CH3:23])[C:13]2=[O:24])[C:9]([F:11])=[CH:10][C:2]=1[Cl:1])=[O:33])[CH3:27]. (4) Given the reactants [Cl:1][C:2]1[C:7]([Cl:8])=[C:6]([C:9]#[N:10])[CH:5]=[CH:4][C:3]=1[NH:11][C@H:12]([C@@H:16]([OH:18])[CH3:17])[C:13]([OH:15])=O.[Cl:19][C:20]1[CH:29]=[CH:28][C:23]([C:24]([NH:26][NH2:27])=[O:25])=[CH:22][CH:21]=1.ClC1C(CC)=C(N[C@H]([C@@H](O)C)C(NNC(=O)C2C=CC=CC=2)=O)C=CC=1C#N, predict the reaction product. The product is: [Cl:19][C:20]1[CH:29]=[CH:28][C:23]([C:24]([NH:26][NH:27][C:13](=[O:15])[C@H:12]([NH:11][C:3]2[CH:4]=[CH:5][C:6]([C:9]#[N:10])=[C:7]([Cl:8])[C:2]=2[Cl:1])[C@@H:16]([OH:18])[CH3:17])=[O:25])=[CH:22][CH:21]=1. (5) Given the reactants [Br:1][C:2]1[CH:3]=[C:4]([CH:14]=[CH:15][C:16]=1[CH3:17])[C:5]([NH:7][CH2:8][CH:9]([O:12]C)OC)=O.O=P12OP3(OP(OP(O3)(O1)=O)(=O)O2)=O.CS(O)(=O)=O, predict the reaction product. The product is: [Br:1][C:2]1[CH:3]=[C:4]([C:5]2[O:12][CH:9]=[CH:8][N:7]=2)[CH:14]=[CH:15][C:16]=1[CH3:17]. (6) Given the reactants [C:1]([O:5][C:6]([NH:8][C@@:9]12[CH2:16][CH2:15][C:14]([F:18])([F:17])[C@@H:13]1[CH2:12][N:11]([C:19]1[C:28]([CH3:29])=[C:27]3[C:22]([C:23](=[O:39])[C:24]([C:34]([O:36]CC)=[O:35])=[CH:25][N:26]3[C@@H:30]3[CH2:32][C@@H:31]3[F:33])=[CH:21][C:20]=1[F:40])[CH2:10]2)=[O:7])([CH3:4])([CH3:3])[CH3:2].[OH-].[Na+].C(O)(=O)CC(CC(O)=O)(C(O)=O)O, predict the reaction product. The product is: [C:1]([O:5][C:6]([NH:8][C@@:9]12[CH2:16][CH2:15][C:14]([F:17])([F:18])[C@@H:13]1[CH2:12][N:11]([C:19]1[C:28]([CH3:29])=[C:27]3[C:22]([C:23](=[O:39])[C:24]([C:34]([OH:36])=[O:35])=[CH:25][N:26]3[C@@H:30]3[CH2:32][C@@H:31]3[F:33])=[CH:21][C:20]=1[F:40])[CH2:10]2)=[O:7])([CH3:4])([CH3:2])[CH3:3]. (7) Given the reactants Br[C:2]1[CH:11]=[CH:10][C:5]([C:6]([O:8][CH3:9])=[O:7])=[CH:4][C:3]=1[F:12].[CH:13]1(B(O)O)[CH2:15][CH2:14]1, predict the reaction product. The product is: [CH:13]1([C:2]2[CH:11]=[CH:10][C:5]([C:6]([O:8][CH3:9])=[O:7])=[CH:4][C:3]=2[F:12])[CH2:15][CH2:14]1. (8) Given the reactants Cl[CH2:2][C:3]1[CH:8]=[CH:7][C:6]([N+:9]([O-:11])=[O:10])=[C:5]([O:12][CH3:13])[CH:4]=1.[CH3:14][P:15]([O:19]CC)[O:16][CH2:17][CH3:18], predict the reaction product. The product is: [CH3:13][O:12][C:5]1[CH:4]=[C:3]([CH:8]=[CH:7][C:6]=1[N+:9]([O-:11])=[O:10])[CH2:2][CH2:14][PH:15](=[O:19])[O:16][CH2:17][CH3:18]. (9) Given the reactants [NH2:1][C@H:2]([CH3:5])[CH2:3][OH:4].[CH:6](=O)[C:7]1[CH:12]=[CH:11][C:10]([O:13][CH3:14])=[CH:9][CH:8]=1.C(O)(=O)C.C(O[BH-](OC(=O)C)OC(=O)C)(=O)C.[Na+], predict the reaction product. The product is: [NH3:1].[CH3:14][O:13][C:10]1[CH:11]=[CH:12][C:7]([CH2:6][NH:1][C@H:2]([CH3:5])[CH2:3][OH:4])=[CH:8][CH:9]=1.